This data is from Catalyst prediction with 721,799 reactions and 888 catalyst types from USPTO. The task is: Predict which catalyst facilitates the given reaction. (1) Reactant: [CH3:1][O:2][C:3](=[O:14])[CH2:4][C:5]1[CH:10]=[CH:9][C:8]([N+:11]([O-:13])=[O:12])=[CH:7][CH:6]=1.[H-].[Na+].I[CH2:18][CH2:19][CH2:20]I. Product: [CH3:1][O:2][C:3]([C:4]1([C:5]2[CH:6]=[CH:7][C:8]([N+:11]([O-:13])=[O:12])=[CH:9][CH:10]=2)[CH2:20][CH2:19][CH2:18]1)=[O:14]. The catalyst class is: 3. (2) Reactant: Br.[Cl:2][C:3]1[CH:8]=[CH:7][C:6](/[C:9](/[C:28]2[CH:33]=[CH:32][C:31]([C:34]3[CH:35]=[N:36][NH:37][CH:38]=3)=[C:30]([O:39]C)[N:29]=2)=[CH:10]\[C@@H:11]2[N:15]([CH2:16][C:17]3[CH:22]=[CH:21][C:20]([O:23][CH3:24])=[CH:19][C:18]=3[O:25][CH3:26])[C:14](=[O:27])[CH2:13][CH2:12]2)=[CH:5][CH:4]=1.O. Product: [Cl:2][C:3]1[CH:4]=[CH:5][C:6](/[C:9](/[C:28]2[NH:29][C:30](=[O:39])[C:31]([C:34]3[CH:38]=[N:37][NH:36][CH:35]=3)=[CH:32][CH:33]=2)=[CH:10]\[C@H:11]2[CH2:12][CH2:13][C:14](=[O:27])[N:15]2[CH2:16][C:17]2[CH:22]=[CH:21][C:20]([O:23][CH3:24])=[CH:19][C:18]=2[O:25][CH3:26])=[CH:7][CH:8]=1. The catalyst class is: 12.